From a dataset of Reaction yield outcomes from USPTO patents with 853,638 reactions. Predict the reaction yield, written as a fraction of the theoretical maximum amount of product (1.0 means a 100% yield; for example, 0.34 means a 34% yield). (1) The catalyst is O1CCCC1. The reactants are Cl[C:2]1[CH:7]=[N:6][CH:5]=[C:4]([Cl:8])[N:3]=1.[CH3:9][C:10]([CH3:13])([O-:12])[CH3:11].[K+]. The product is [C:10]([O:12][C:2]1[CH:7]=[N:6][CH:5]=[C:4]([Cl:8])[N:3]=1)([CH3:13])([CH3:11])[CH3:9]. The yield is 0.900. (2) The yield is 0.815. The catalyst is CN(C=O)C. The product is [C:2]([O:5][C:6]([N:8]([CH2:19][C:20]1[CH:21]=[C:22]([CH:30]=[CH:31][C:32]=1[N+:33]([O-:35])=[O:34])[C:23]([O:25][C:26]([CH3:29])([CH3:27])[CH3:28])=[O:24])[C:9]([O:11][C:12]([CH3:15])([CH3:14])[CH3:13])=[O:10])=[O:7])([CH3:1])([CH3:3])[CH3:4]. The reactants are [CH3:1][C:2]([O:5][C:6]([NH:8][C:9]([O:11][C:12]([CH3:15])([CH3:14])[CH3:13])=[O:10])=[O:7])([CH3:4])[CH3:3].[H-].[Na+].Br[CH2:19][C:20]1[CH:21]=[C:22]([CH:30]=[CH:31][C:32]=1[N+:33]([O-:35])=[O:34])[C:23]([O:25][C:26]([CH3:29])([CH3:28])[CH3:27])=[O:24].